Dataset: Peptide-MHC class I binding affinity with 185,985 pairs from IEDB/IMGT. Task: Regression. Given a peptide amino acid sequence and an MHC pseudo amino acid sequence, predict their binding affinity value. This is MHC class I binding data. (1) The peptide sequence is DYDDVVHEV. The MHC is HLA-A03:01 with pseudo-sequence HLA-A03:01. The binding affinity (normalized) is 0.0847. (2) The peptide sequence is NIHTAITQV. The MHC is HLA-A68:02 with pseudo-sequence HLA-A68:02. The binding affinity (normalized) is 0.536. (3) The peptide sequence is VVRGIDGGV. The MHC is HLA-A02:16 with pseudo-sequence HLA-A02:16. The binding affinity (normalized) is 0.169. (4) The peptide sequence is TVDHMAII. The MHC is HLA-A02:02 with pseudo-sequence HLA-A02:02. The binding affinity (normalized) is 0. (5) The peptide sequence is VVDTFISYNR. The MHC is HLA-A31:01 with pseudo-sequence HLA-A31:01. The binding affinity (normalized) is 0.702. (6) The peptide sequence is SYFPDSNNV. The MHC is HLA-B15:01 with pseudo-sequence HLA-B15:01. The binding affinity (normalized) is 0.0847. (7) The MHC is HLA-A68:01 with pseudo-sequence HLA-A68:01. The peptide sequence is KYQLKHIVW. The binding affinity (normalized) is 0.